This data is from NCI-60 drug combinations with 297,098 pairs across 59 cell lines. The task is: Regression. Given two drug SMILES strings and cell line genomic features, predict the synergy score measuring deviation from expected non-interaction effect. (1) Cell line: HL-60(TB). Drug 1: CC1=C(C=C(C=C1)NC2=NC=CC(=N2)N(C)C3=CC4=NN(C(=C4C=C3)C)C)S(=O)(=O)N.Cl. Synergy scores: CSS=8.66, Synergy_ZIP=19.3, Synergy_Bliss=19.6, Synergy_Loewe=-23.7, Synergy_HSA=-1.20. Drug 2: CC(C1=C(C=CC(=C1Cl)F)Cl)OC2=C(N=CC(=C2)C3=CN(N=C3)C4CCNCC4)N. (2) Drug 1: C1=NNC2=C1C(=O)NC=N2. Drug 2: CC1CCCC2(C(O2)CC(NC(=O)CC(C(C(=O)C(C1O)C)(C)C)O)C(=CC3=CSC(=N3)C)C)C. Cell line: KM12. Synergy scores: CSS=37.4, Synergy_ZIP=2.41, Synergy_Bliss=-3.90, Synergy_Loewe=-30.9, Synergy_HSA=-2.17. (3) Drug 1: CCN(CC)CCNC(=O)C1=C(NC(=C1C)C=C2C3=C(C=CC(=C3)F)NC2=O)C. Drug 2: C(CCl)NC(=O)N(CCCl)N=O. Cell line: 786-0. Synergy scores: CSS=-1.14, Synergy_ZIP=3.29, Synergy_Bliss=8.76, Synergy_Loewe=-4.87, Synergy_HSA=-4.27.